The task is: Predict the reactants needed to synthesize the given product.. This data is from Full USPTO retrosynthesis dataset with 1.9M reactions from patents (1976-2016). (1) Given the product [CH3:19][C@H:14]1[CH2:15][O:16][CH2:17][CH2:18][N:13]1[C:4]1[C:5]2[S:10][C:9]([CH2:11][N:38]3[CH2:39][CH2:40][N:35]([CH3:34])[CH2:36][CH2:37]3)=[CH:8][C:6]=2[N:7]=[C:2]([C:30]2[CH:32]=[N:7][CH:2]=[N:3][CH:4]=2)[N:3]=1, predict the reactants needed to synthesize it. The reactants are: Cl[C:2]1[N:3]=[C:4]([N:13]2[CH2:18][CH2:17][O:16][CH2:15][C@@H:14]2[CH3:19])[C:5]2[S:10][C:9]([CH:11]=O)=[CH:8][C:6]=2[N:7]=1.[BH-](O[C:30]([CH3:32])=O)(OC(C)=O)OC(C)=O.[Na+].[CH3:34][N:35]1[CH2:40][CH2:39][NH:38][CH2:37][CH2:36]1.COC(OC)OC. (2) Given the product [CH3:1][C:2]1[C:7]([CH3:8])=[CH:6][C:5]([CH:9]2[CH2:10][CH2:11][N:12]([C:15]([O:17][C:18]([CH3:19])([CH3:20])[CH3:21])=[O:16])[CH2:13][CH2:14]2)=[C:4]([C:22](=[O:25])[CH2:23][CH3:24])[CH:3]=1, predict the reactants needed to synthesize it. The reactants are: [CH3:1][C:2]1[C:7]([CH3:8])=[CH:6][C:5]([C:9]2[CH2:10][CH2:11][N:12]([C:15]([O:17][C:18]([CH3:21])([CH3:20])[CH3:19])=[O:16])[CH2:13][CH:14]=2)=[C:4]([C:22](=[O:25])[CH2:23][CH3:24])[CH:3]=1. (3) Given the product [OH:20][C:21]1[C:33]([C:34]([F:36])([F:37])[F:35])=[CH:32][CH:31]=[C:30]([CH2:38][O:39][C:40]2[CH:45]=[CH:44][C:43]([C:8]3[CH:13]=[CH:12][CH:11]=[C:10]([N:14]([CH3:19])[S:15]([CH3:18])(=[O:17])=[O:16])[CH:9]=3)=[CH:42][CH:41]=2)[C:22]=1[C:23]([O:25][C:26]([CH3:29])([CH3:27])[CH3:28])=[O:24], predict the reactants needed to synthesize it. The reactants are: C(=O)([O-])[O-].[Cs+].[Cs+].I[C:8]1[CH:9]=[C:10]([N:14]([CH3:19])[S:15]([CH3:18])(=[O:17])=[O:16])[CH:11]=[CH:12][CH:13]=1.[OH:20][C:21]1[C:33]([C:34]([F:37])([F:36])[F:35])=[CH:32][CH:31]=[C:30]([CH2:38][O:39][C:40]2[CH:45]=[CH:44][C:43](B3OC(C)(C)C(C)(C)O3)=[CH:42][CH:41]=2)[C:22]=1[C:23]([O:25][C:26]([CH3:29])([CH3:28])[CH3:27])=[O:24].CN(C)C=O. (4) Given the product [CH2:36]([O:38][C:39](=[O:47])[CH:40]([NH:10][C:9]([C:6]1[CH:5]=[CH:4][C:3]([F:2])=[CH:8][N:7]=1)=[O:25])[C:41]([O:43][CH2:44][CH3:45])=[O:42])[CH3:37], predict the reactants needed to synthesize it. The reactants are: Cl.[F:2][C:3]1[CH:4]=[CH:5][C:6]([C:9]#[N:10])=[N:7][CH:8]=1.[Na+].[Cl-].Cl.C(N=C=NCCCN(C)C)C.[OH:25]N1C2C=CC=CC=2N=N1.Cl.[CH2:36]([O:38][C:39](=[O:47])[CH:40](N)[C:41]([O:43][CH2:44][CH3:45])=[O:42])[CH3:37].